From a dataset of Full USPTO retrosynthesis dataset with 1.9M reactions from patents (1976-2016). Predict the reactants needed to synthesize the given product. Given the product [CH3:1][CH:2]1[CH2:9][C@H:8]2[C@H:4]([CH2:5][N:6]([C:29]([C:27]3[N:28]=[C:24]([NH2:23])[S:25][C:26]=3[C:32]3[CH:37]=[CH:36][CH:35]=[C:34]([CH3:38])[CH:33]=3)=[O:30])[C@@H:7]2[CH2:10][NH:11][C:12]([C:14]2[N:21]3[C:17]([S:18][CH:19]=[CH:20]3)=[N:16][C:15]=2[CH3:22])=[O:13])[CH2:3]1, predict the reactants needed to synthesize it. The reactants are: [CH3:1][CH:2]1[CH2:9][C@H:8]2[C@H:4]([CH2:5][NH:6][C@@H:7]2[CH2:10][NH:11][C:12]([C:14]2[N:21]3[C:17]([S:18][CH:19]=[CH:20]3)=[N:16][C:15]=2[CH3:22])=[O:13])[CH2:3]1.[NH2:23][C:24]1[S:25][C:26]([C:32]2[CH:37]=[CH:36][CH:35]=[C:34]([CH3:38])[CH:33]=2)=[C:27]([C:29](O)=[O:30])[N:28]=1.